Task: Predict the product of the given reaction.. Dataset: Forward reaction prediction with 1.9M reactions from USPTO patents (1976-2016) (1) Given the reactants [CH2:1]([NH2:8])[C:2]1[CH:7]=[CH:6][CH:5]=[CH:4][CH:3]=1.Br[C:10]1[S:11][C:12]([C:15]([NH:17][C:18]2[S:19][C:20]([C:23]3[CH:28]=[CH:27][C:26]([CH3:29])=[CH:25][CH:24]=3)=[CH:21][N:22]=2)=[O:16])=[CH:13][N:14]=1, predict the reaction product. The product is: [CH2:1]([NH:8][C:10]1[S:11][C:12]([C:15]([NH:17][C:18]2[S:19][C:20]([C:23]3[CH:28]=[CH:27][C:26]([CH3:29])=[CH:25][CH:24]=3)=[CH:21][N:22]=2)=[O:16])=[CH:13][N:14]=1)[C:2]1[CH:7]=[CH:6][CH:5]=[CH:4][CH:3]=1. (2) Given the reactants [Cl:1][C:2]1[C:7]([Cl:8])=[CH:6][C:5]([NH:9][NH2:10])=[C:4]([S:11][CH2:12][CH3:13])[CH:3]=1.[Cl:14][C:15]1[CH:16]=[C:17]([CH:21]=[C:22]([C:24]([F:27])([F:26])[F:25])[CH:23]=1)[C:18](O)=[O:19], predict the reaction product. The product is: [Cl:14][C:15]1[CH:16]=[C:17]([CH:21]=[C:22]([C:24]([F:25])([F:26])[F:27])[CH:23]=1)[C:18]([NH:10][NH:9][C:5]1[CH:6]=[C:7]([Cl:8])[C:2]([Cl:1])=[CH:3][C:4]=1[S:11][CH2:12][CH3:13])=[O:19]. (3) The product is: [Cl:20][C:16]1[N:17]=[C:10]2[N:9]([CH2:8][C:5]3[CH:6]=[N:7][C:2]([Cl:1])=[CH:3][CH:4]=3)[CH:14]=[CH:13][CH:12]=[C:11]2[N:15]=1. Given the reactants [Cl:1][C:2]1[N:7]=[CH:6][C:5]([CH2:8][N:9]2[CH:14]=[CH:13][CH:12]=[C:11]3[N:15]=[C:16](SC)[N:17]=[C:10]23)=[CH:4][CH:3]=1.[ClH:20], predict the reaction product. (4) Given the reactants [F:1][C:2]1[C:10]2[N:9]=[C:8]([C:11]([N:13]([CH2:31][CH:32]([CH3:34])[CH3:33])[C@@H:14]3[CH2:19][N:18]([C:20]([O:22][C:23]([CH3:26])([CH3:25])[CH3:24])=[O:21])[CH2:17][C@H:16]([C:27]([O:29]C)=[O:28])[CH2:15]3)=[O:12])[N:7]([CH2:35][CH2:36][CH2:37][CH2:38][O:39][CH3:40])[C:6]=2[CH:5]=[CH:4][CH:3]=1.[OH-].[Na+], predict the reaction product. The product is: [C:23]([O:22][C:20]([N:18]1[CH2:19][C@@H:14]([N:13]([C:11]([C:8]2[N:7]([CH2:35][CH2:36][CH2:37][CH2:38][O:39][CH3:40])[C:6]3[CH:5]=[CH:4][CH:3]=[C:2]([F:1])[C:10]=3[N:9]=2)=[O:12])[CH2:31][CH:32]([CH3:33])[CH3:34])[CH2:15][C@@H:16]([C:27]([OH:29])=[O:28])[CH2:17]1)=[O:21])([CH3:25])([CH3:26])[CH3:24]. (5) Given the reactants C([O:3][C:4]([C:6]1[CH:7]=[N:8][N:9]([C:11]2[N:20](COCC[Si](C)(C)C)[C:19](=[O:29])[C:18]3[C:13](=[CH:14][CH:15]=[C:16](I)[CH:17]=3)[N:12]=2)[CH:10]=1)=[O:5])C.[CH3:31][S:32]([C:35]1[CH:36]=[C:37](B(O)O)[CH:38]=[CH:39][CH:40]=1)(=[O:34])=[O:33], predict the reaction product. The product is: [CH3:31][S:32]([C:35]1[CH:40]=[C:39]([C:16]2[CH:17]=[C:18]3[C:13](=[CH:14][CH:15]=2)[N:12]=[C:11]([N:9]2[CH:10]=[C:6]([C:4]([OH:3])=[O:5])[CH:7]=[N:8]2)[NH:20][C:19]3=[O:29])[CH:38]=[CH:37][CH:36]=1)(=[O:34])=[O:33]. (6) The product is: [Cl:34][C:33]([Cl:36])([Cl:35])[CH2:32][O:31][C:29](=[O:30])[NH:10][C:8]1[N:7]([C:11]2[CH:12]=[N:13][N:14]([CH2:16][CH2:17][CH2:18][O:19][CH:20]3[CH2:25][CH2:24][CH2:23][CH2:22][O:21]3)[CH:15]=2)[N:6]=[C:5]([C:1]([CH3:4])([CH3:2])[CH3:3])[CH:9]=1. Given the reactants [C:1]([C:5]1[CH:9]=[C:8]([NH2:10])[N:7]([C:11]2[CH:12]=[N:13][N:14]([CH2:16][CH2:17][CH2:18][O:19][CH:20]3[CH2:25][CH2:24][CH2:23][CH2:22][O:21]3)[CH:15]=2)[N:6]=1)([CH3:4])([CH3:3])[CH3:2].[OH-].[Na+].Cl[C:29]([O:31][CH2:32][C:33]([Cl:36])([Cl:35])[Cl:34])=[O:30], predict the reaction product.